This data is from NCI-60 drug combinations with 297,098 pairs across 59 cell lines. The task is: Regression. Given two drug SMILES strings and cell line genomic features, predict the synergy score measuring deviation from expected non-interaction effect. (1) Drug 1: CN1C(=O)N2C=NC(=C2N=N1)C(=O)N. Drug 2: CS(=O)(=O)OCCCCOS(=O)(=O)C. Cell line: HOP-92. Synergy scores: CSS=-3.01, Synergy_ZIP=3.64, Synergy_Bliss=3.86, Synergy_Loewe=-5.01, Synergy_HSA=-3.93. (2) Drug 1: CC1CCC2CC(C(=CC=CC=CC(CC(C(=O)C(C(C(=CC(C(=O)CC(OC(=O)C3CCCCN3C(=O)C(=O)C1(O2)O)C(C)CC4CCC(C(C4)OC)O)C)C)O)OC)C)C)C)OC. Drug 2: C1=CC=C(C=C1)NC(=O)CCCCCCC(=O)NO. Cell line: DU-145. Synergy scores: CSS=10.7, Synergy_ZIP=-5.97, Synergy_Bliss=0.768, Synergy_Loewe=-3.11, Synergy_HSA=0.574. (3) Drug 1: CC1=C2C(C(=O)C3(C(CC4C(C3C(C(C2(C)C)(CC1OC(=O)C(C(C5=CC=CC=C5)NC(=O)OC(C)(C)C)O)O)OC(=O)C6=CC=CC=C6)(CO4)OC(=O)C)OC)C)OC. Drug 2: CC12CCC3C(C1CCC2O)C(CC4=C3C=CC(=C4)O)CCCCCCCCCS(=O)CCCC(C(F)(F)F)(F)F. Cell line: K-562. Synergy scores: CSS=72.0, Synergy_ZIP=9.18, Synergy_Bliss=12.6, Synergy_Loewe=-5.93, Synergy_HSA=12.8. (4) Drug 1: COC1=CC(=CC(=C1O)OC)C2C3C(COC3=O)C(C4=CC5=C(C=C24)OCO5)OC6C(C(C7C(O6)COC(O7)C8=CC=CS8)O)O. Drug 2: CN(C)C1=NC(=NC(=N1)N(C)C)N(C)C. Cell line: NCIH23. Synergy scores: CSS=52.2, Synergy_ZIP=-1.27, Synergy_Bliss=-2.02, Synergy_Loewe=-62.4, Synergy_HSA=-2.27. (5) Drug 1: CCCS(=O)(=O)NC1=C(C(=C(C=C1)F)C(=O)C2=CNC3=C2C=C(C=N3)C4=CC=C(C=C4)Cl)F. Drug 2: CC1OCC2C(O1)C(C(C(O2)OC3C4COC(=O)C4C(C5=CC6=C(C=C35)OCO6)C7=CC(=C(C(=C7)OC)O)OC)O)O. Cell line: SR. Synergy scores: CSS=38.6, Synergy_ZIP=-2.57, Synergy_Bliss=-7.27, Synergy_Loewe=-15.7, Synergy_HSA=-6.25. (6) Drug 1: COC1=NC(=NC2=C1N=CN2C3C(C(C(O3)CO)O)O)N. Drug 2: C1CN(P(=O)(OC1)NCCCl)CCCl. Cell line: SF-268. Synergy scores: CSS=0.699, Synergy_ZIP=1.74, Synergy_Bliss=3.49, Synergy_Loewe=1.26, Synergy_HSA=0.461. (7) Drug 1: CC1C(C(CC(O1)OC2CC(CC3=C2C(=C4C(=C3O)C(=O)C5=C(C4=O)C(=CC=C5)OC)O)(C(=O)C)O)N)O.Cl. Drug 2: C#CCC(CC1=CN=C2C(=N1)C(=NC(=N2)N)N)C3=CC=C(C=C3)C(=O)NC(CCC(=O)O)C(=O)O. Cell line: SF-268. Synergy scores: CSS=27.0, Synergy_ZIP=-3.51, Synergy_Bliss=0.409, Synergy_Loewe=-2.12, Synergy_HSA=-1.92. (8) Drug 1: C1=NC2=C(N=C(N=C2N1C3C(C(C(O3)CO)O)F)Cl)N. Drug 2: B(C(CC(C)C)NC(=O)C(CC1=CC=CC=C1)NC(=O)C2=NC=CN=C2)(O)O. Cell line: HCC-2998. Synergy scores: CSS=99.7, Synergy_ZIP=5.97, Synergy_Bliss=5.94, Synergy_Loewe=2.43, Synergy_HSA=7.63.